Dataset: Catalyst prediction with 721,799 reactions and 888 catalyst types from USPTO. Task: Predict which catalyst facilitates the given reaction. (1) Reactant: [O:1]=[C:2]1[NH:7][CH2:6][CH2:5][N:4]([S:8]([C:11]2[CH:17]=[CH:16][C:14]([CH3:15])=[CH:13][CH:12]=2)(=[O:10])=[O:9])[C@@H:3]1[CH2:18][C:19]([OH:21])=O.[NH2:22][CH:23]1[CH2:32][CH2:31][CH2:30][C:29]2[N:28]=[C:27]([CH2:33][CH2:34][OH:35])[N:26]=[CH:25][C:24]1=2.C1C=CC2N(O)N=NC=2C=1.CCN=C=NCCCN(C)C. Product: [OH:35][CH2:34][CH2:33][C:27]1[N:26]=[CH:25][C:24]2[CH:23]([NH:22][C:19](=[O:21])[CH2:18][C@@H:3]3[C:2](=[O:1])[NH:7][CH2:6][CH2:5][N:4]3[S:8]([C:11]3[CH:12]=[CH:13][C:14]([CH3:15])=[CH:16][CH:17]=3)(=[O:10])=[O:9])[CH2:32][CH2:31][CH2:30][C:29]=2[N:28]=1. The catalyst class is: 3. (2) Reactant: [CH3:1][S:2][C:3]1[CH:8]=[CH:7][C:6]([C:9]2[C:10]3[O:17][C:16]([CH:18]=O)=[CH:15][C:11]=3[CH:12]=[N:13][CH:14]=2)=[CH:5][CH:4]=1.[NH:20]1[CH2:26][C:24](=[O:25])[NH:23][C:21]1=[S:22].C([O-])(=O)C.[Na+]. Product: [CH3:1][S:2][C:3]1[CH:4]=[CH:5][C:6]([C:9]2[C:10]3[O:17][C:16](/[CH:18]=[C:26]4/[C:24](=[O:25])[NH:23][C:21](=[S:22])[NH:20]/4)=[CH:15][C:11]=3[CH:12]=[N:13][CH:14]=2)=[CH:7][CH:8]=1. The catalyst class is: 15. (3) Reactant: [CH2:1]([C:8]1[C:13](=[O:14])[N:12]2[CH2:15][CH2:16][CH2:17][CH2:18][C:11]2=[N:10][C:9]=1[CH:19](OC)[O:20]C)[C:2]1[CH:7]=[CH:6][CH:5]=[CH:4][CH:3]=1. Product: [CH2:1]([C:8]1[C:13](=[O:14])[N:12]2[CH2:15][CH2:16][CH2:17][CH2:18][C:11]2=[N:10][C:9]=1[CH:19]=[O:20])[C:2]1[CH:7]=[CH:6][CH:5]=[CH:4][CH:3]=1. The catalyst class is: 65. (4) Reactant: [S:1]1[CH:5]=[CH:4][C:3]2[C:6]([N:10]3[CH2:15][CH2:14][N:13]([CH2:16][CH2:17][CH2:18][CH2:19][O:20][C:21]4[CH:30]=[C:29]5[C:24]([CH:25]=[CH:26][C:27](=[O:31])[NH:28]5)=[CH:23][CH:22]=4)[CH2:12][CH2:11]3)=[CH:7][CH:8]=[CH:9][C:2]1=2.[C:32]([OH:37])(=[O:36])[C:33]([OH:35])=[O:34]. The catalyst class is: 98. Product: [C:32]([OH:37])(=[O:36])[C:33]([OH:35])=[O:34].[S:1]1[CH:5]=[CH:4][C:3]2[C:6]([N:10]3[CH2:11][CH2:12][N:13]([CH2:16][CH2:17][CH2:18][CH2:19][O:20][C:21]4[CH:30]=[C:29]5[C:24]([CH:25]=[CH:26][C:27](=[O:31])[NH:28]5)=[CH:23][CH:22]=4)[CH2:14][CH2:15]3)=[CH:7][CH:8]=[CH:9][C:2]1=2. (5) Reactant: [NH2:1][CH2:2][C:3]1[C:8]([CH2:9][CH3:10])=[N:7][C:6]2[N:11]([CH2:14][CH3:15])[N:12]=[CH:13][C:5]=2[C:4]=1[NH:16][CH:17]1[CH2:22][CH2:21][O:20][CH2:19][CH2:18]1.[C:23]1([C:29](O)=[O:30])([C:26]([OH:28])=[O:27])[CH2:25][CH2:24]1.C1C=CC2N(O)N=NC=2C=1.C(Cl)CCl. The catalyst class is: 2. Product: [CH2:14]([N:11]1[C:6]2=[N:7][C:8]([CH2:9][CH3:10])=[C:3]([CH2:2][NH:1][C:29]([C:23]3([C:26]([OH:28])=[O:27])[CH2:25][CH2:24]3)=[O:30])[C:4]([NH:16][CH:17]3[CH2:18][CH2:19][O:20][CH2:21][CH2:22]3)=[C:5]2[CH:13]=[N:12]1)[CH3:15]. (6) Reactant: F[C:2]1[CH:3]=[N+:4]([O-:11])[CH:5]=[CH:6][C:7]=1[N+:8]([O-:10])=[O:9].[NH2:12][CH:13]1[CH2:18][CH2:17][N:16]([C:19]([O:21][C:22]([CH3:25])([CH3:24])[CH3:23])=[O:20])[CH2:15][CH2:14]1.C(=O)([O-])[O-].[K+].[K+]. Product: [N+:8]([C:7]1[CH:6]=[CH:5][N+:4]([O-:11])=[CH:3][C:2]=1[NH:12][CH:13]1[CH2:14][CH2:15][N:16]([C:19]([O:21][C:22]([CH3:25])([CH3:24])[CH3:23])=[O:20])[CH2:17][CH2:18]1)([O-:10])=[O:9]. The catalyst class is: 10.